From a dataset of Catalyst prediction with 721,799 reactions and 888 catalyst types from USPTO. Predict which catalyst facilitates the given reaction. Product: [NH2:1][N:2]1[C:11](=[O:12])[C:10]2[C:5](=[C:6]([CH3:15])[C:7]([N:23]3[CH2:24][CH:21]([OH:20])[CH2:22]3)=[C:8]([F:13])[CH:9]=2)[N:4]([CH:16]2[CH2:18][CH2:17]2)[C:3]1=[O:19]. Reactant: [NH2:1][N:2]1[C:11](=[O:12])[C:10]2[C:5](=[C:6]([CH3:15])[C:7](F)=[C:8]([F:13])[CH:9]=2)[N:4]([CH:16]2[CH2:18][CH2:17]2)[C:3]1=[O:19].[OH:20][CH:21]1[CH2:24][NH:23][CH2:22]1.CN(C)C(N(C)C)=N. The catalyst class is: 148.